This data is from Rat liver microsome stability data. The task is: Regression/Classification. Given a drug SMILES string, predict its absorption, distribution, metabolism, or excretion properties. Task type varies by dataset: regression for continuous measurements (e.g., permeability, clearance, half-life) or binary classification for categorical outcomes (e.g., BBB penetration, CYP inhibition). Dataset: rlm. (1) The molecule is Cc1ccc(CCNC(=O)C2CCCN(C(=O)c3cc4sccc4n3C)C2)cc1. The result is 1 (stable in rat liver microsomes). (2) The drug is CNC(=O)c1cc(Oc2ccc(NC(=O)Nc3cc(C(C)(C)C)nn3-c3ccc4ncccc4c3)c(F)c2)ccn1. The result is 1 (stable in rat liver microsomes).